From a dataset of NCI-60 drug combinations with 297,098 pairs across 59 cell lines. Regression. Given two drug SMILES strings and cell line genomic features, predict the synergy score measuring deviation from expected non-interaction effect. (1) Drug 1: CCCCCOC(=O)NC1=NC(=O)N(C=C1F)C2C(C(C(O2)C)O)O. Drug 2: C(CN)CNCCSP(=O)(O)O. Cell line: SNB-75. Synergy scores: CSS=1.52, Synergy_ZIP=-0.804, Synergy_Bliss=-0.582, Synergy_Loewe=-2.15, Synergy_HSA=-0.822. (2) Drug 1: CCC1=CC2CC(C3=C(CN(C2)C1)C4=CC=CC=C4N3)(C5=C(C=C6C(=C5)C78CCN9C7C(C=CC9)(C(C(C8N6C)(C(=O)OC)O)OC(=O)C)CC)OC)C(=O)OC.C(C(C(=O)O)O)(C(=O)O)O. Drug 2: CC1C(C(=O)NC(C(=O)N2CCCC2C(=O)N(CC(=O)N(C(C(=O)O1)C(C)C)C)C)C(C)C)NC(=O)C3=C4C(=C(C=C3)C)OC5=C(C(=O)C(=C(C5=N4)C(=O)NC6C(OC(=O)C(N(C(=O)CN(C(=O)C7CCCN7C(=O)C(NC6=O)C(C)C)C)C)C(C)C)C)N)C. Cell line: MALME-3M. Synergy scores: CSS=35.8, Synergy_ZIP=6.82, Synergy_Bliss=8.93, Synergy_Loewe=8.26, Synergy_HSA=8.71. (3) Cell line: HL-60(TB). Drug 2: CC(C)CN1C=NC2=C1C3=CC=CC=C3N=C2N. Drug 1: C1=NC2=C(N=C(N=C2N1C3C(C(C(O3)CO)O)O)F)N. Synergy scores: CSS=52.4, Synergy_ZIP=-1.76, Synergy_Bliss=-5.21, Synergy_Loewe=-3.73, Synergy_HSA=-5.79.